From a dataset of Full USPTO retrosynthesis dataset with 1.9M reactions from patents (1976-2016). Predict the reactants needed to synthesize the given product. (1) Given the product [F:16][C:17]1[CH:22]=[CH:21][C:20]([C:2]2[C:11]([OH:12])=[C:10]([N+:13]([O-:15])=[O:14])[CH:9]=[C:4]([C:5]([O:7][CH3:8])=[O:6])[CH:3]=2)=[CH:19][CH:18]=1, predict the reactants needed to synthesize it. The reactants are: Br[C:2]1[CH:3]=[C:4]([CH:9]=[C:10]([N+:13]([O-:15])=[O:14])[C:11]=1[OH:12])[C:5]([O:7][CH3:8])=[O:6].[F:16][C:17]1[CH:22]=[CH:21][C:20](B(O)O)=[CH:19][CH:18]=1.[Na+].[Na+].[Na+].P(C1C=C(S([O-])(=O)=O)C=CC=1)(C1C=C(S([O-])(=O)=O)C=CC=1)C1C=C(S([O-])(=O)=O)C=CC=1.C(NC(C)C)(C)C. (2) Given the product [CH:14]1([C:12]([C:6]2[CH:7]=[N:8][C:9]3[C:4]([C:5]=2[NH:17][C@H:18]2[CH2:23][CH2:22][C@H:21]([N:24]([CH3:32])[C:25](=[O:31])[O:26][C:27]([CH3:30])([CH3:28])[CH3:29])[CH2:20][CH2:19]2)=[CH:3][C:2]([C:38]2[CH:39]=[C:34]([Cl:33])[C:35]([OH:50])=[C:36]([Cl:49])[CH:37]=2)=[CH:11][CH:10]=3)=[O:13])[CH2:16][CH2:15]1, predict the reactants needed to synthesize it. The reactants are: Br[C:2]1[CH:3]=[C:4]2[C:9](=[CH:10][CH:11]=1)[N:8]=[CH:7][C:6]([C:12]([CH:14]1[CH2:16][CH2:15]1)=[O:13])=[C:5]2[NH:17][C@H:18]1[CH2:23][CH2:22][C@H:21]([N:24]([CH3:32])[C:25](=[O:31])[O:26][C:27]([CH3:30])([CH3:29])[CH3:28])[CH2:20][CH2:19]1.[Cl:33][C:34]1[CH:39]=[C:38](B2OC(C)(C)C(C)(C)O2)[CH:37]=[C:36]([Cl:49])[C:35]=1[OH:50]. (3) Given the product [ClH:20].[CH3:2][O:39][C:38](=[O:40])[C@@H:37]([NH2:36])[CH2:41][C:42]1[CH:47]=[CH:46][C:45]([Cl:48])=[CH:44][C:43]=1[Cl:49], predict the reactants needed to synthesize it. The reactants are: Br[C:2]1C=CC(C(NC(CC2C=CC([Cl:20])=CC=2Cl)C(O)=O)=O)=C(NS(C2C(F)=CC=CC=2F)(=O)=O)C=1.[NH2:36][C@@H:37]([CH2:41][C:42]1[CH:47]=[CH:46][C:45]([Cl:48])=[CH:44][C:43]=1[Cl:49])[C:38]([OH:40])=[O:39]. (4) The reactants are: C([O-])(=O)C.[K+].[CH3:19][C:16]1([CH3:20])[CH2:17][O:18][B:13]([B:13]2[O:18][CH2:17][C:16]([CH3:20])([CH3:19])[CH2:15][O:14]2)[O:14][CH2:15]1.[CH3:22][O:23][C:24]1[CH:29]=[CH:28][C:27]([C:30]([C:58]2[CH:63]=[CH:62][C:61]([O:64][CH3:65])=[CH:60][CH:59]=2)([C:52]2[CH:57]=[CH:56][CH:55]=[CH:54][CH:53]=2)[NH:31][C:32]2[CH2:33][O:34][C:35]([CH3:51])([CH3:50])[C:36]([F:49])([F:48])[C@:37]([C:40]3[CH:45]=[C:44](Br)[CH:43]=[CH:42][C:41]=3[F:47])([CH3:39])[N:38]=2)=[CH:26][CH:25]=1. Given the product [CH3:22][O:23][C:24]1[CH:29]=[CH:28][C:27]([C:30]([NH:31][C:32]2[CH2:33][O:34][C:35]([CH3:51])([CH3:50])[C:36]([F:48])([F:49])[C@:37]([C:40]3[CH:45]=[C:44]([B:13]4[O:14][CH2:15][C:16]([CH3:19])([CH3:20])[CH2:17][O:18]4)[CH:43]=[CH:42][C:41]=3[F:47])([CH3:39])[N:38]=2)([C:58]2[CH:59]=[CH:60][C:61]([O:64][CH3:65])=[CH:62][CH:63]=2)[C:52]2[CH:53]=[CH:54][CH:55]=[CH:56][CH:57]=2)=[CH:26][CH:25]=1, predict the reactants needed to synthesize it. (5) The reactants are: Cl.[C:2]([C:6]1[CH:16]=[CH:15][CH:14]=[CH:13][C:7]=1[O:8][CH2:9][CH2:10][NH:11][CH3:12])([CH3:5])([CH3:4])[CH3:3].[F:17][C:18]1[CH:19]=[C:20]2[C:24](=[CH:25][CH:26]=1)[NH:23][N:22]=[C:21]2[C:27]([OH:29])=O. Given the product [C:2]([C:6]1[CH:16]=[CH:15][CH:14]=[CH:13][C:7]=1[O:8][CH2:9][CH2:10][N:11]([CH3:12])[C:27]([C:21]1[C:20]2[C:24](=[CH:25][CH:26]=[C:18]([F:17])[CH:19]=2)[NH:23][N:22]=1)=[O:29])([CH3:5])([CH3:3])[CH3:4], predict the reactants needed to synthesize it. (6) Given the product [F:35][C:32]1[CH:33]=[CH:34][C:28]2[O:27][C:26]([NH:1][CH2:2][C@@H:3]3[C@H:8]([CH3:9])[CH2:7][CH2:6][CH2:5][N:4]3[C:10]([C:12]3[N:13]=[C:14]([CH3:24])[S:15][C:16]=3[C:17]3[CH:18]=[CH:19][C:20]([F:23])=[CH:21][CH:22]=3)=[O:11])=[N:30][C:29]=2[CH:31]=1, predict the reactants needed to synthesize it. The reactants are: [NH2:1][CH2:2][C@@H:3]1[C@H:8]([CH3:9])[CH2:7][CH2:6][CH2:5][N:4]1[C:10]([C:12]1[N:13]=[C:14]([CH3:24])[S:15][C:16]=1[C:17]1[CH:22]=[CH:21][C:20]([F:23])=[CH:19][CH:18]=1)=[O:11].Cl[C:26]1[O:27][C:28]2[CH:34]=[CH:33][C:32]([F:35])=[CH:31][C:29]=2[N:30]=1.CCN(C(C)C)C(C)C.